From a dataset of Catalyst prediction with 721,799 reactions and 888 catalyst types from USPTO. Predict which catalyst facilitates the given reaction. (1) Reactant: [CH3:1][O:2][C:3]1[CH:4]=[C:5]([CH:7]=[CH:8][C:9]=1[O:10][CH2:11][CH2:12][N:13]1[CH2:17][CH2:16][CH2:15][CH2:14]1)[NH2:6].C(N(CC)CC)C.[Cl:25][C:26]1[CH:34]=[CH:33][C:29]([C:30](Cl)=[O:31])=[C:28]([N+:35]([O-:37])=[O:36])[CH:27]=1. Product: [Cl:25][C:26]1[CH:34]=[CH:33][C:29]([C:30]([NH:6][C:5]2[CH:7]=[CH:8][C:9]([O:10][CH2:11][CH2:12][N:13]3[CH2:17][CH2:16][CH2:15][CH2:14]3)=[C:3]([O:2][CH3:1])[CH:4]=2)=[O:31])=[C:28]([N+:35]([O-:37])=[O:36])[CH:27]=1. The catalyst class is: 2. (2) Reactant: [F:1][C:2]1[CH:7]=[CH:6][C:5]([F:8])=[CH:4][C:3]=1[C@H:9]1[CH2:13][CH2:12][CH2:11][N:10]1[C:14]1[CH:19]=[CH:18][N:17]2[N:20]=[CH:21][C:22]([NH2:23])=[C:16]2[N:15]=1.C1N=CN([C:29]([N:31]2[CH:35]=N[CH:33]=[CH:32]2)=[O:30])C=1.N1CC[C@H:38]([OH:41])C1. Product: [F:1][C:2]1[CH:7]=[CH:6][C:5]([F:8])=[CH:4][C:3]=1[C@H:9]1[CH2:13][CH2:12][CH2:11][N:10]1[C:14]1[CH:19]=[CH:18][N:17]2[N:20]=[CH:21][C:22]([NH:23][C:29]([N:31]3[CH2:32][CH2:33][C@H:38]([OH:41])[CH2:35]3)=[O:30])=[C:16]2[N:15]=1. The catalyst class is: 2. (3) Reactant: [F:1][C:2]1[CH:3]=[C:4]([C:8]([C:20]2[CH:25]=[CH:24][CH:23]=[C:22]([F:26])[CH:21]=2)(O)[C:9]2[S:13][C:12]([C:14]([O:16][CH2:17][CH3:18])=[O:15])=[CH:11][CH:10]=2)[CH:5]=[CH:6][CH:7]=1.B(F)(F)F.O(CC)CC.C([SiH](CC)CC)C. Product: [F:1][C:2]1[CH:3]=[C:4]([CH:8]([C:20]2[CH:25]=[CH:24][CH:23]=[C:22]([F:26])[CH:21]=2)[C:9]2[S:13][C:12]([C:14]([O:16][CH2:17][CH3:18])=[O:15])=[CH:11][CH:10]=2)[CH:5]=[CH:6][CH:7]=1. The catalyst class is: 4. (4) Reactant: [C:1]([O:7][C:8]([CH3:11])([CH3:10])[CH3:9])(=[O:6])[CH2:2][C:3]([CH3:5])=O.[I:12][C:13]1[CH:20]=[CH:19][CH:18]=[CH:17][C:14]=1[CH:15]=O.[NH4+:21].[OH-:22]. Product: [I:12][C:13]1[CH:20]=[CH:19][CH:18]=[CH:17][C:14]=1[CH:15]1[C:2]([C:1]([O:7][C:8]([CH3:11])([CH3:10])[CH3:9])=[O:6])=[C:3]([CH3:5])[NH:21][C:3]([CH3:5])=[C:2]1[C:1]([O:7][C:8]([CH3:11])([CH3:10])[CH3:9])=[O:22]. The catalyst class is: 271. (5) Reactant: [C:1]([NH:5][C:6]1[C:7]([CH3:26])=[N:8][C:9]2[C:14]([N:15]=1)=[C:13]([C:16]1[NH:24][C:23]3[CH2:22][CH2:21][NH:20][C:19](=[O:25])[C:18]=3[CH:17]=1)[CH:12]=[CH:11][CH:10]=2)([CH3:4])([CH3:3])[CH3:2].[Br:27]N1C(=O)CCC1=O. Product: [Br:27][C:17]1[C:18]2[C:19](=[O:25])[NH:20][CH2:21][CH2:22][C:23]=2[NH:24][C:16]=1[C:13]1[CH:12]=[CH:11][CH:10]=[C:9]2[C:14]=1[N:15]=[C:6]([NH:5][C:1]([CH3:4])([CH3:3])[CH3:2])[C:7]([CH3:26])=[N:8]2. The catalyst class is: 373.